From a dataset of Forward reaction prediction with 1.9M reactions from USPTO patents (1976-2016). Predict the product of the given reaction. (1) The product is: [F:1][C:2]1[CH:3]=[CH:4][C:5]([C:8]2[C:9](=[O:19])[C:10]([C:14]([OH:16])=[O:15])=[CH:11][NH:12][CH:13]=2)=[CH:6][CH:7]=1. Given the reactants [F:1][C:2]1[CH:7]=[CH:6][C:5]([C:8]2[C:9](=[O:19])[C:10]([C:14]([O:16]CC)=[O:15])=[CH:11][NH:12][CH:13]=2)=[CH:4][CH:3]=1, predict the reaction product. (2) Given the reactants Br[CH2:2][CH2:3][CH2:4][CH2:5][CH2:6][N:7]1[C:11]2[CH:12]=[CH:13][CH:14]=[CH:15][C:10]=2[N:9]([C:16]2[CH:21]=[CH:20][CH:19]=[CH:18][C:17]=2[F:22])[S:8]1(=[O:24])=[O:23].[CH3:25][NH:26][CH3:27], predict the reaction product. The product is: [F:22][C:17]1[CH:18]=[CH:19][CH:20]=[CH:21][C:16]=1[N:9]1[C:10]2[CH:15]=[CH:14][CH:13]=[CH:12][C:11]=2[N:7]([CH2:6][CH2:5][CH2:4][CH2:3][CH2:2][N:26]([CH3:27])[CH3:25])[S:8]1(=[O:24])=[O:23]. (3) Given the reactants [Cl:1][CH2:2][CH2:3][CH2:4][O:5][C:6]1[CH:14]=[CH:13][C:9]([C:10]([NH2:12])=[O:11])=[CH:8][CH:7]=1.Br[CH:16]([CH3:20])[C:17](=O)[CH3:18], predict the reaction product. The product is: [Cl:1][CH2:2][CH2:3][CH2:4][O:5][C:6]1[CH:14]=[CH:13][C:9]([C:10]2[O:11][C:16]([CH3:20])=[C:17]([CH3:18])[N:12]=2)=[CH:8][CH:7]=1. (4) Given the reactants N#N.[Cl:3][C:4]1[N:9]=[C:8](Cl)[C:7]([F:11])=[CH:6][N:5]=1.[N+:12]([C:15]1[CH:21]=[CH:20][C:18](N)=[CH:17][CH:16]=1)([O-:14])=[O:13].CC[N:24](C(C)C)C(C)C, predict the reaction product. The product is: [Cl:3][C:4]1[N:9]=[C:8]([NH:24][C:17]2[CH:18]=[CH:20][CH:21]=[C:15]([N+:12]([O-:14])=[O:13])[CH:16]=2)[C:7]([F:11])=[CH:6][N:5]=1. (5) Given the reactants [CH2:1]([O:8][C:9]([N:11]1[CH2:16][CH2:15][CH:14]([NH:17][C:18]([C@@H:20]2[CH2:25][CH2:24][C@@H:23]([NH:26][O:27][CH2:28][C:29]3[CH:34]=[CH:33][CH:32]=[CH:31][CH:30]=3)[CH2:22][NH:21]2)=[O:19])[CH2:13][CH2:12]1)=[O:10])[C:2]1[CH:7]=[CH:6][CH:5]=[CH:4][CH:3]=1.C(N(C(C)C)CC)(C)C.Cl[C:45](Cl)([O:47]C(=O)OC(Cl)(Cl)Cl)Cl.P(=O)(O)(O)O, predict the reaction product. The product is: [CH2:1]([O:8][C:9]([N:11]1[CH2:16][CH2:15][CH:14]([NH:17][C:18]([C@@H:20]2[CH2:25][CH2:24][C@@H:23]3[CH2:22][N:21]2[C:45](=[O:47])[N:26]3[O:27][CH2:28][C:29]2[CH:34]=[CH:33][CH:32]=[CH:31][CH:30]=2)=[O:19])[CH2:13][CH2:12]1)=[O:10])[C:2]1[CH:7]=[CH:6][CH:5]=[CH:4][CH:3]=1. (6) Given the reactants C(Cl)(Cl)Cl.[C:5]([O-:8])(=O)[CH3:6].[C:9]([O-:12])(=O)[CH3:10].C([O-])(=O)C.[Cl:17][C:18]1[CH:31]=[CH:30][C:21]([C:22]2[CH:27]=[C:26]([CH3:28])[C:25]([Pb+3])=[CH:24][CH:23]=2)=[CH:20][CH:19]=1.Cl.[C:33]1(C)[CH:38]=CC=[CH:35][CH:34]=1, predict the reaction product. The product is: [Cl:17][C:18]1[CH:31]=[CH:30][C:21]([C:22]2[CH:27]=[C:26]([CH3:28])[C:25]([CH:6]3[C:5](=[O:8])[CH:34]4[CH2:35][CH:10]([CH2:38][CH2:33]4)[C:9]3=[O:12])=[CH:24][CH:23]=2)=[CH:20][CH:19]=1.